This data is from Forward reaction prediction with 1.9M reactions from USPTO patents (1976-2016). The task is: Predict the product of the given reaction. (1) The product is: [I:20][C:17]1[CH:18]=[CH:19][C:14]([C:11]2([C:21]#[N:22])[CH2:12][CH2:13][NH:8][CH2:9][CH2:10]2)=[CH:15][CH:16]=1. Given the reactants C(OC([N:8]1[CH2:13][CH2:12][C:11]([C:21]#[N:22])([C:14]2[CH:19]=[CH:18][C:17]([I:20])=[CH:16][CH:15]=2)[CH2:10][CH2:9]1)=O)(C)(C)C.C(O)(C(F)(F)F)=O, predict the reaction product. (2) Given the reactants C([O:5][C:6]([N:8]1[CH2:13][CH2:12][CH:11]([S:14][C:15](=O)[CH3:16])[CH2:10][CH2:9]1)=[O:7])(C)(C)C.C[O-].[Na+].[CH3:21][O:22][CH2:23]CCOS(C1C=CC(C)=CC=1)(=O)=O, predict the reaction product. The product is: [CH3:21][O:22][CH2:23][CH2:16][CH2:15][S:14][CH:11]1[CH2:10][CH2:9][N:8]([C:6]([OH:5])=[O:7])[CH2:13][CH2:12]1. (3) Given the reactants [CH2:1]([O:3][C:4]1[C:9]2[O:10][CH:11]([CH3:15])[C:12](=[O:14])[NH:13][C:8]=2[CH:7]=[C:6]([CH:16]=O)[CH:5]=1)[CH3:2].Cl.Cl.[CH3:20][NH:21][C:22](=[O:36])[C:23]1[CH:28]=[CH:27][C:26]([N:29]2[CH2:34][CH2:33][NH:32][CH2:31][CH2:30]2)=[C:25]([CH3:35])[CH:24]=1, predict the reaction product. The product is: [CH2:1]([O:3][C:4]1[C:9]2[O:10][CH:11]([CH3:15])[C:12](=[O:14])[NH:13][C:8]=2[CH:7]=[C:6]([CH2:16][N:32]2[CH2:31][CH2:30][N:29]([C:26]3[CH:27]=[CH:28][C:23]([C:22]([NH:21][CH3:20])=[O:36])=[CH:24][C:25]=3[CH3:35])[CH2:34][CH2:33]2)[CH:5]=1)[CH3:2]. (4) Given the reactants Cl[C:2]1[N:7]=[C:6]([C:8]2[S:12][C:11]([CH:13]([CH3:15])[CH3:14])=[N:10][C:9]=2[C:16]2[C:17]([F:34])=[C:18]([NH:22][S:23]([C:26]3[C:31]([F:32])=[CH:30][CH:29]=[CH:28][C:27]=3[F:33])(=[O:25])=[O:24])[CH:19]=[CH:20][CH:21]=2)[CH:5]=[CH:4][N:3]=1.[NH2:35][CH2:36][CH2:37][S:38]([CH3:41])(=[O:40])=[O:39], predict the reaction product. The product is: [F:33][C:27]1[CH:28]=[CH:29][CH:30]=[C:31]([F:32])[C:26]=1[S:23]([NH:22][C:18]1[CH:19]=[CH:20][CH:21]=[C:16]([C:9]2[N:10]=[C:11]([CH:13]([CH3:15])[CH3:14])[S:12][C:8]=2[C:6]2[CH:5]=[CH:4][N:3]=[C:2]([NH:35][CH2:36][CH2:37][S:38]([CH3:41])(=[O:40])=[O:39])[N:7]=2)[C:17]=1[F:34])(=[O:25])=[O:24]. (5) Given the reactants [CH:1]12[CH:7]([CH2:8][C:9]([OH:11])=[O:10])[CH:4]([CH2:5][CH2:6]1)[CH2:3][CH2:2]2.[CH2:12](OCC)C.C[Si](C=[N+]=[N-])(C)C, predict the reaction product. The product is: [CH3:12][O:10][C:9](=[O:11])[CH2:8][CH:7]1[CH:4]2[CH2:3][CH2:2][CH:1]1[CH2:6][CH2:5]2. (6) Given the reactants [O:1]([CH2:19][C:20]([CH3:24])([CH3:23])[CH2:21][NH2:22])[Si:2]([C:15]([CH3:18])([CH3:17])[CH3:16])([C:9]1[CH:14]=[CH:13][CH:12]=[CH:11][CH:10]=1)[C:3]1[CH:8]=[CH:7][CH:6]=[CH:5][CH:4]=1.Cl[C:26]([O:28][C:29]1[CH:34]=[CH:33][C:32]([N+:35]([O-:37])=[O:36])=[CH:31][CH:30]=1)=[O:27].C(N(C(C)C)CC)(C)C.C(=O)([O-])O.[Na+], predict the reaction product. The product is: [O:1]([CH2:19][C:20]([CH3:24])([CH3:23])[CH2:21][NH:22][C:26](=[O:27])[O:28][C:29]1[CH:30]=[CH:31][C:32]([N+:35]([O-:37])=[O:36])=[CH:33][CH:34]=1)[Si:2]([C:15]([CH3:16])([CH3:17])[CH3:18])([C:9]1[CH:10]=[CH:11][CH:12]=[CH:13][CH:14]=1)[C:3]1[CH:8]=[CH:7][CH:6]=[CH:5][CH:4]=1. (7) The product is: [I-:22].[C:11]([O:15][C:16]([N:18]1[CH2:21][CH:20]([Zn+:1])[CH2:19]1)=[O:17])([CH3:14])([CH3:13])[CH3:12]. Given the reactants [Zn:1].Cl[Si](C)(C)C.BrCCBr.[C:11]([O:15][C:16]([N:18]1[CH2:21][CH:20]([I:22])[CH2:19]1)=[O:17])([CH3:14])([CH3:13])[CH3:12], predict the reaction product. (8) Given the reactants [NH:1](C(OC(C)(C)C)=O)[C@H:2]([C:8]([O:10]C(C)(C)C)=[O:9])[CH2:3][CH2:4][C:5](=[O:7])O.C1N=CN(C(N2C=NC=C2)=O)C=1.[NH2:34][C:35]1[CH:36]=[CH:37][C:38]([OH:45])=[C:39]([S:41]([O-:44])(=[O:43])=[O:42])[CH:40]=1.[Na+], predict the reaction product. The product is: [OH:45][C:38]1[CH:37]=[CH:36][C:35]([NH:34][C:5](=[O:7])[CH2:4][CH2:3][C@@H:2]([C:8]([OH:10])=[O:9])[NH2:1])=[CH:40][C:39]=1[S:41]([OH:44])(=[O:42])=[O:43]. (9) Given the reactants COC1C=CC(C2C[CH2:27][C:26]3C(=CC=[C:24]([O:29]C)[CH:25]=3)C2)=C(NCCC2C=CC(O)=CC=2)C=1.[Si:31]([O:38][C:39]1[CH:44]=[CH:43][C:42]([CH2:45][CH2:46][NH:47][C:48]2[CH:53]=[C:52]([O:54][CH3:55])[CH:51]=[CH:50][C:49]=2[CH:56]2[CH2:65][CH2:64][C:63]3[C:58](=[CH:59][CH:60]=[C:61]([O:66][CH3:67])[CH:62]=3)[CH2:57]2)=[CH:41][CH:40]=1)([C:34]([CH3:37])([CH3:36])[CH3:35])([CH3:33])[CH3:32].C(N(CC)CC)C.C1(C(Cl)=O)CC1, predict the reaction product. The product is: [Si:31]([O:38][C:39]1[CH:40]=[CH:41][C:42]([CH2:45][CH2:46][N:47]([C:48]2[CH:53]=[C:52]([O:54][CH3:55])[CH:51]=[CH:50][C:49]=2[CH:56]2[CH2:65][CH2:64][C:63]3[C:58](=[CH:59][CH:60]=[C:61]([O:66][CH3:67])[CH:62]=3)[CH2:57]2)[C:24]([CH:25]2[CH2:26][CH2:27]2)=[O:29])=[CH:43][CH:44]=1)([C:34]([CH3:37])([CH3:36])[CH3:35])([CH3:33])[CH3:32].